The task is: Regression. Given a peptide amino acid sequence and an MHC pseudo amino acid sequence, predict their binding affinity value. This is MHC class II binding data.. This data is from Peptide-MHC class II binding affinity with 134,281 pairs from IEDB. (1) The peptide sequence is RPAPGGKAYMDVISR. The MHC is DRB5_0101 with pseudo-sequence DRB5_0101. The binding affinity (normalized) is 0.485. (2) The peptide sequence is YDEPMTPGQCNMVVE. The MHC is HLA-DQA10102-DQB10602 with pseudo-sequence HLA-DQA10102-DQB10602. The binding affinity (normalized) is 0.243. (3) The peptide sequence is VSKLVSRLVIGSKGE. The MHC is DRB1_0101 with pseudo-sequence DRB1_0101. The binding affinity (normalized) is 0.404. (4) The peptide sequence is PDTTCSEIEEFRDRA. The MHC is HLA-DQA10102-DQB10602 with pseudo-sequence HLA-DQA10102-DQB10602. The binding affinity (normalized) is 0.365.